This data is from Full USPTO retrosynthesis dataset with 1.9M reactions from patents (1976-2016). The task is: Predict the reactants needed to synthesize the given product. (1) Given the product [N:9]1([C:13]([C:15]2[N:20]=[CH:19][C:18]([O:21][C:22]3[CH:23]=[C:24]([CH:28]=[C:29]([O:31][C@H:32]4[CH2:36][CH2:35][N:34]([CH3:37])[C:33]4=[O:38])[CH:30]=3)[C:25]([NH:39][C:40]3[CH:45]=[CH:44][CH:43]=[CH:42][N:41]=3)=[O:26])=[CH:17][CH:16]=2)=[O:14])[CH2:12][CH2:11][CH2:10]1, predict the reactants needed to synthesize it. The reactants are: ClC(N(C)C)=C(C)C.[N:9]1([C:13]([C:15]2[N:20]=[CH:19][C:18]([O:21][C:22]3[CH:23]=[C:24]([CH:28]=[C:29]([O:31][C@H:32]4[CH2:36][CH2:35][N:34]([CH3:37])[C:33]4=[O:38])[CH:30]=3)[C:25](O)=[O:26])=[CH:17][CH:16]=2)=[O:14])[CH2:12][CH2:11][CH2:10]1.[NH2:39][C:40]1[CH:45]=[CH:44][CH:43]=[CH:42][N:41]=1.N1C=CC=CC=1. (2) Given the product [OH:15][CH2:14][CH2:13][CH2:12][C:9]1[CH:8]=[CH:7][C:6]([O:5][CH2:4][C:3](=[O:33])[CH2:2][O:34][C:35]2[CH:36]=[CH:37][C:38]([C:41]([O:43][C:44]([CH3:45])([CH3:46])[CH3:47])=[O:42])=[CH:39][CH:40]=2)=[CH:11][CH:10]=1, predict the reactants needed to synthesize it. The reactants are: C[CH:2]([O:34][C:35]1[CH:40]=[CH:39][C:38]([C:41]([O:43][C:44]([CH3:47])([CH3:46])[CH3:45])=[O:42])=[CH:37][CH:36]=1)[C:3](=[O:33])[CH2:4][O:5][C:6]1[CH:11]=[CH:10][C:9]([CH2:12][CH2:13][CH2:14][O:15][Si](C(C)(C)C)(C2C=CC=CC=2)C2C=CC=CC=2)=[CH:8][CH:7]=1.C(O)(=O)C.[F-].C([N+](CCCC)(CCCC)CCCC)CCC. (3) Given the product [CH3:9][N:5]1[CH2:6][CH2:7][CH2:8][CH:4]1[CH2:3][CH2:2][NH:1][C:20](=[O:19])[CH2:21][CH2:22][CH2:23][CH2:24][CH2:25][CH2:26][CH2:27]/[CH:28]=[CH:29]\[CH2:30]/[CH:31]=[CH:32]\[CH2:33][CH2:34][CH2:35][CH2:36][CH3:37], predict the reactants needed to synthesize it. The reactants are: [NH2:1][CH2:2][CH2:3][CH:4]1[CH2:8][CH2:7][CH2:6][N:5]1[CH3:9].C1(C)C=CC=CC=1.C([O:19][C:20](=O)[CH2:21][CH2:22][CH2:23][CH2:24][CH2:25][CH2:26][CH2:27]/[CH:28]=[CH:29]\[CH2:30]/[CH:31]=[CH:32]\[CH2:33][CH2:34][CH2:35][CH2:36][CH3:37])C.[OH-].[Na+]. (4) Given the product [Si:8]([O:7][CH2:6][C:5]1[CH:15]=[CH:16][C:2]([C:23]2([OH:30])[C:22]3[C:26](=[CH:27][CH:28]=[C:20]([Cl:19])[CH:21]=3)[NH:25][C:24]2=[O:29])=[C:3]([O:17][CH3:18])[CH:4]=1)([C:11]([CH3:14])([CH3:13])[CH3:12])([CH3:10])[CH3:9], predict the reactants needed to synthesize it. The reactants are: Br[C:2]1[CH:16]=[CH:15][C:5]([CH2:6][O:7][Si:8]([C:11]([CH3:14])([CH3:13])[CH3:12])([CH3:10])[CH3:9])=[CH:4][C:3]=1[O:17][CH3:18].[Cl:19][C:20]1[CH:21]=[C:22]2[C:26](=[CH:27][CH:28]=1)[NH:25][C:24](=[O:29])[C:23]2=[O:30]. (5) Given the product [F:1][C:2]1[CH:7]=[CH:6][C:5]([P:8]([C:12]2[CH:17]=[CH:16][C:15]([O:18][CH:19]([CH3:21])[CH3:20])=[C:14]([CH:22]=[CH2:23])[CH:13]=2)(=[O:9])[O:10][CH2:24][CH3:25])=[CH:4][CH:3]=1, predict the reactants needed to synthesize it. The reactants are: [F:1][C:2]1[CH:7]=[CH:6][C:5]([PH:8](=[O:10])[O-:9])=[CH:4][CH:3]=1.Br[C:12]1[CH:17]=[CH:16][C:15]([O:18][CH:19]([CH3:21])[CH3:20])=[C:14]([CH:22]=[CH2:23])[CH:13]=1.[CH2:24](N(CC)CC)[CH3:25]. (6) Given the product [CH3:63][O:62][C:61]1[C:53]([O:52][CH3:51])=[CH:54][C:55]2[N:59]([C:31]3[S:32][C:33]([C:48]([NH2:50])=[O:49])=[C:34]([O:36][CH2:37][C:38]4[CH:43]=[CH:42][CH:41]=[CH:40][C:39]=4[C:44]([F:47])([F:46])[F:45])[N:35]=3)[CH:58]=[N:57][C:56]=2[CH:60]=1, predict the reactants needed to synthesize it. The reactants are: N1(C2SC(C(N)=O)=C(OCC3C=CC=CC=3C(F)(F)F)N=2)C2C=CC=CC=2N=C1.Cl[C:31]1[S:32][C:33]([C:48]([NH2:50])=[O:49])=[C:34]([O:36][CH2:37][C:38]2[CH:43]=[CH:42][CH:41]=[CH:40][C:39]=2[C:44]([F:47])([F:46])[F:45])[N:35]=1.[CH3:51][O:52][C:53]1[C:61]([O:62][CH3:63])=[CH:60][C:56]2[N:57]=[CH:58][NH:59][C:55]=2[CH:54]=1.C([O-])([O-])=O.[K+].[K+].